This data is from Full USPTO retrosynthesis dataset with 1.9M reactions from patents (1976-2016). The task is: Predict the reactants needed to synthesize the given product. (1) Given the product [C:15]1([C:7]([C:1]2[CH:2]=[CH:3][CH:4]=[CH:5][CH:6]=2)=[N:8][N:9]([C:10]2[NH:11][C:26](=[O:27])[O:13][N:12]=2)[CH3:14])[CH:16]=[CH:17][CH:18]=[CH:19][CH:20]=1, predict the reactants needed to synthesize it. The reactants are: [C:1]1([C:7]([C:15]2[CH:20]=[CH:19][CH:18]=[CH:17][CH:16]=2)=[N:8][N:9]([CH3:14])/[C:10](=[N:12]\[OH:13])/[NH2:11])[CH:6]=[CH:5][CH:4]=[CH:3][CH:2]=1.C1N=CN([C:26](N2C=NC=C2)=[O:27])C=1. (2) Given the product [CH3:20][N:21]([CH2:2][C:3]1[CH:4]=[C:5]([C:10]#[C:11][C:12]2[CH:13]=[N:14][CH:15]=[C:16]([CH:19]=2)[C:17]#[N:18])[CH:6]=[CH:7][C:8]=1[F:9])[CH3:22], predict the reactants needed to synthesize it. The reactants are: Cl[CH2:2][C:3]1[CH:4]=[C:5]([C:10]#[C:11][C:12]2[CH:13]=[N:14][CH:15]=[C:16]([CH:19]=2)[C:17]#[N:18])[CH:6]=[CH:7][C:8]=1[F:9].[CH3:20][NH:21][CH3:22]. (3) Given the product [C:30]([C:29]1[CH:28]=[C:27]([NH:1][CH:2]([C:4]2[CH:5]=[C:6]([C:21]([N:23]([CH3:24])[CH3:25])=[O:22])[CH:7]=[C:8]3[C:13]=2[O:12][C:11]([N:14]2[CH2:19][CH2:18][O:17][CH2:16][CH2:15]2)=[CH:10][C:9]3=[O:20])[CH3:3])[CH:34]=[C:33]([F:35])[CH:32]=1)#[N:31], predict the reactants needed to synthesize it. The reactants are: [NH2:1][CH:2]([C:4]1[CH:5]=[C:6]([C:21]([N:23]([CH3:25])[CH3:24])=[O:22])[CH:7]=[C:8]2[C:13]=1[O:12][C:11]([N:14]1[CH2:19][CH2:18][O:17][CH2:16][CH2:15]1)=[CH:10][C:9]2=[O:20])[CH3:3].Br[C:27]1[CH:28]=[C:29]([CH:32]=[C:33]([F:35])[CH:34]=1)[C:30]#[N:31].